The task is: Predict the reaction yield, written as a fraction of the theoretical maximum amount of product (1.0 means a 100% yield; for example, 0.34 means a 34% yield).. This data is from Reaction yield outcomes from USPTO patents with 853,638 reactions. (1) The reactants are [Cl-].[CH2:2]([O:4][C:5]([CH2:7][C:8](=[O:29])[CH2:9][P+:10]([C:23]1[CH:28]=[CH:27][CH:26]=[CH:25][CH:24]=1)([C:17]1[CH:22]=[CH:21][CH:20]=[CH:19][CH:18]=1)[C:11]1[CH:16]=[CH:15][CH:14]=[CH:13][CH:12]=1)=[O:6])[CH3:3].C(=O)([O-])[O-].[Na+].[Na+]. The catalyst is O. The product is [CH2:2]([O:4][C:5]([CH2:7][C:8](=[O:29])[CH:9]=[P:10]([C:23]1[CH:28]=[CH:27][CH:26]=[CH:25][CH:24]=1)([C:11]1[CH:12]=[CH:13][CH:14]=[CH:15][CH:16]=1)[C:17]1[CH:22]=[CH:21][CH:20]=[CH:19][CH:18]=1)=[O:6])[CH3:3]. The yield is 0.930. (2) The product is [Cl:1][C:2]1[CH:3]=[C:4]2[C:8](=[C:9]([CH:11]([O:14][CH2:15][C:16]3([C:29]4[CH:30]=[CH:31][C:32]([F:35])=[CH:33][CH:34]=4)[CH2:21][CH2:20][N:19]([C:22]([O:24][C:25]([CH3:28])([CH3:27])[CH3:26])=[O:23])[CH2:18][CH2:17]3)[CH2:12][F:13])[CH:10]=1)[NH:7][N:6]=[CH:5]2. The reactants are [Cl:1][C:2]1[CH:3]=[C:4]2[C:8](=[C:9]([CH:11]([O:14][CH2:15][C:16]3([C:29]4[CH:34]=[CH:33][C:32]([F:35])=[CH:31][CH:30]=4)[CH2:21][CH2:20][N:19]([C:22]([O:24][C:25]([CH3:28])([CH3:27])[CH3:26])=[O:23])[CH2:18][CH2:17]3)[CH2:12][F:13])[CH:10]=1)[NH:7][N:6](COCC[Si](C)(C)C)[CH2:5]2.CCCC[N+](CCCC)(CCCC)CCCC.[F-]. The yield is 0.860. The catalyst is CCOCC.